The task is: Predict the reaction yield, written as a fraction of the theoretical maximum amount of product (1.0 means a 100% yield; for example, 0.34 means a 34% yield).. This data is from Reaction yield outcomes from USPTO patents with 853,638 reactions. (1) The reactants are Br[C:2]1[CH:7]=[CH:6][C:5]([O:8][CH2:9][O:10][CH3:11])=[CH:4][CH:3]=1.CCCCCC.[CH2:18]([O:25][C@@H:26]1[C@@H:32]([O:33][CH2:34][C:35]2[CH:40]=[CH:39][CH:38]=[CH:37][CH:36]=2)[C@H:31]([O:41][CH2:42][C:43]2[CH:48]=[CH:47][CH:46]=[CH:45][CH:44]=2)[C@@H:30]([CH2:49][O:50][CH2:51][C:52]2[CH:57]=[CH:56][CH:55]=[CH:54][CH:53]=2)[S:29][C:27]1([C:58]1[CH:63]=[C:62]([CH:64]=[O:65])[C:61]([CH3:66])=[CH:60][C:59]=1[O:67][CH2:68][C:69]1[CH:74]=[CH:73][CH:72]=[CH:71][CH:70]=1)[OH:28])[C:19]1[CH:24]=[CH:23][CH:22]=[CH:21][CH:20]=1.[Cl-].[NH4+]. The catalyst is O1CCCC1.C([Li])CCC. The product is [CH2:18]([O:25][C@@H:26]1[C@@H:32]([O:33][CH2:34][C:35]2[CH:36]=[CH:37][CH:38]=[CH:39][CH:40]=2)[C@H:31]([O:41][CH2:42][C:43]2[CH:48]=[CH:47][CH:46]=[CH:45][CH:44]=2)[C@@H:30]([CH2:49][O:50][CH2:51][C:52]2[CH:53]=[CH:54][CH:55]=[CH:56][CH:57]=2)[S:29][C@:27]1([C:58]1[CH:63]=[C:62]([CH:64]([OH:65])[C:2]2[CH:7]=[CH:6][C:5]([O:8][CH2:9][O:10][CH3:11])=[CH:4][CH:3]=2)[C:61]([CH3:66])=[CH:60][C:59]=1[O:67][CH2:68][C:69]1[CH:70]=[CH:71][CH:72]=[CH:73][CH:74]=1)[OH:28])[C:19]1[CH:24]=[CH:23][CH:22]=[CH:21][CH:20]=1. The yield is 0.570. (2) The reactants are Cl[C:2]1[C:11]2[C:6](=[CH:7][CH:8]=[C:9]([F:12])[CH:10]=2)[C:5]([O:13][CH3:14])=[CH:4][N:3]=1.[F-:15].[Cs+]. The catalyst is CS(C)=O.O. The product is [F:15][C:2]1[C:11]2[C:6](=[CH:7][CH:8]=[C:9]([F:12])[CH:10]=2)[C:5]([O:13][CH3:14])=[CH:4][N:3]=1. The yield is 0.490. (3) The reactants are [N:1]1[N:10]2[C:4]([CH2:5][O:6][C:7]3[CH:14]=[CH:13][CH:12]=[CH:11][C:8]=3[CH2:9]2)=[CH:3][C:2]=1C=O.[Mg+2].[Br-].[Br-].[N+:20]([C:23]1[CH:41]=[CH:40][C:26]([CH2:27][O:28][C:29]([C:31]2[N:32]3[CH:35]([S:36][CH:37]=2)[CH:34]([Br:38])[C:33]3=[O:39])=[O:30])=[CH:25][CH:24]=1)([O-:22])=[O:21].CCN(CC)CC.[CH3:49][C:50]([O:52][C:53](C)=O)=[O:51]. The catalyst is C(#N)C.C1COCC1.CN(C1C=CN=CC=1)C.CCOC(C)=O. The product is [N+:20]([C:23]1[CH:41]=[CH:40][C:26]([CH2:27][O:28][C:29]([C:31]2[N:32]3[CH:35]([S:36][CH:37]=2)[C:34]([CH:53]([O:52][C:50](=[O:51])[CH3:49])[C:12]2[CH:13]=[CH:14][C:7]4[O:6][CH2:5][C:4]5=[CH:3][CH:2]=[N:1][N:10]5[CH2:9][C:8]=4[CH:11]=2)([Br:38])[C:33]3=[O:39])=[O:30])=[CH:25][CH:24]=1)([O-:22])=[O:21]. The yield is 0.540. (4) The reactants are C([C:8]1[C:17](=[O:18])[C:16]2[C:11](=[CH:12][C:13]([Cl:19])=[CH:14][CH:15]=2)[O:10][C:9]=1[CH:20]([NH:24][CH2:25][CH2:26][NH:27][C:28](=O)[C:29]1[CH:34]=[CH:33][C:32]([CH3:35])=[CH:31][CH:30]=1)[CH:21]([CH3:23])[CH3:22])C1C=CC=CC=1.P(Cl)(Cl)(Cl)=O.[C:42]1([CH3:48])[CH:47]=[CH:46][CH:45]=[CH:44][CH:43]=1. No catalyst specified. The product is [CH2:48]([C:8]1[C:17](=[O:18])[C:16]2[C:11](=[CH:12][C:13]([Cl:19])=[CH:14][CH:15]=2)[O:10][C:9]=1[CH:20]([N:24]1[CH2:25][CH2:26][N:27]=[C:28]1[C:29]1[CH:34]=[CH:33][C:32]([CH3:35])=[CH:31][CH:30]=1)[CH:21]([CH3:23])[CH3:22])[C:42]1[CH:47]=[CH:46][CH:45]=[CH:44][CH:43]=1. The yield is 0.500. (5) The reactants are C(OC([NH:8][C:9]1[CH:14]=[CH:13][N:12]2[N:15]=[CH:16][C:17](C(OCC)=O)=[C:11]2[CH:10]=1)=O)(C)(C)C. The catalyst is OS(O)(=O)=O. The product is [N:15]1[N:12]2[CH:13]=[CH:14][C:9]([NH2:8])=[CH:10][C:11]2=[CH:17][CH:16]=1. The yield is 0.750.